Dataset: Catalyst prediction with 721,799 reactions and 888 catalyst types from USPTO. Task: Predict which catalyst facilitates the given reaction. (1) Reactant: C(OC([NH:8][C:9]1[S:13][C:12]([C:14]2[CH:23]=[CH:22][C:17]([C:18]([O:20][CH3:21])=[O:19])=[CH:16][CH:15]=2)=[CH:11][C:10]=1[C:24]([N:26]1[CH2:31][CH2:30][CH:29]([N:32]2[CH2:44][CH2:43][CH2:42][C:34]3([C:38](=[O:39])[O:37][C:36]([CH3:41])([CH3:40])[CH2:35]3)[CH2:33]2)[CH2:28][CH2:27]1)=[O:25])=O)(C)(C)C.C(=O)([O-])O.[Na+]. Product: [NH2:8][C:9]1[S:13][C:12]([C:14]2[CH:15]=[CH:16][C:17]([C:18]([O:20][CH3:21])=[O:19])=[CH:22][CH:23]=2)=[CH:11][C:10]=1[C:24]([N:26]1[CH2:27][CH2:28][CH:29]([N:32]2[CH2:44][CH2:43][CH2:42][C:34]3([C:38](=[O:39])[O:37][C:36]([CH3:41])([CH3:40])[CH2:35]3)[CH2:33]2)[CH2:30][CH2:31]1)=[O:25]. The catalyst class is: 55. (2) Reactant: [F:1][C:2]1[C:3]([CH3:14])=[N:4][C:5]([O:12][CH3:13])=[C:6]([CH:11]=1)[C:7](OC)=[O:8].CC(C[AlH]CC(C)C)C. Product: [F:1][C:2]1[CH:11]=[C:6]([CH2:7][OH:8])[C:5]([O:12][CH3:13])=[N:4][C:3]=1[CH3:14]. The catalyst class is: 11. (3) Reactant: Br[C:2]1[N:19]([CH2:20][C@H:21]2[CH2:26][CH2:25][C@H:24]([CH3:27])[CH2:23][CH2:22]2)[C:5]2[C:6]([C:12]3[CH:13]=[N:14][CH:15]=[C:16]([Cl:18])[CH:17]=3)=[N:7][C:8]([C:10]#[N:11])=[CH:9][C:4]=2[N:3]=1.[F:28][C:29]1[CH:35]=[CH:34][CH:33]=[CH:32][C:30]=1[NH2:31].C([O-])([O-])=O.[Cs+].[Cs+]. Product: [Cl:18][C:16]1[CH:17]=[C:12]([C:6]2[C:5]3[N:19]([CH2:20][C@H:21]4[CH2:26][CH2:25][C@H:24]([CH3:27])[CH2:23][CH2:22]4)[C:2]([NH:31][C:30]4[CH:32]=[CH:33][CH:34]=[CH:35][C:29]=4[F:28])=[N:3][C:4]=3[CH:9]=[C:8]([C:10]#[N:11])[N:7]=2)[CH:13]=[N:14][CH:15]=1. The catalyst class is: 12. (4) Reactant: [CH3:1][S:2][CH2:3][C:4]1[S:8][C:7]([C:9]([F:12])([F:11])[F:10])=[N:6][CH:5]=1.[N:13]#[C:14][NH2:15].C(O)(=O)C.C(O)(=O)C.IC1C=CC=CC=1. Product: [CH3:1][S:2]([CH2:3][C:4]1[S:8][C:7]([C:9]([F:12])([F:10])[F:11])=[N:6][CH:5]=1)=[N:15][C:14]#[N:13]. The catalyst class is: 4. (5) Reactant: [O:1]1[C:5]2[CH:6]=[CH:7][C:8]([CH2:10][C:11]3[CH:16]=[CH:15][CH:14]=[CH:13][N:12]=3)=[CH:9][C:4]=2[CH:3]=[CH:2]1.[Li]CCCC.[B:22](OC(C)C)([O:27]C(C)C)[O:23]C(C)C. Product: [N:12]1[CH:13]=[CH:14][CH:15]=[CH:16][C:11]=1[CH2:10][C:8]1[CH:7]=[CH:6][C:5]2[O:1][C:2]([B:22]([OH:27])[OH:23])=[CH:3][C:4]=2[CH:9]=1. The catalyst class is: 1. (6) The catalyst class is: 2. Reactant: [OH:1][CH2:2][C-:3]1[CH:7]=[CH:6][CH:5]=[CH:4]1.[CH-:8]1[CH:12]=[CH:11][CH:10]=[CH:9]1.[Fe+2:13].[C:14]([O-])(=[O:18])[C:15]([CH3:17])=[CH2:16].[Cl-]. Product: [C:14]([O:1][CH2:2][C-:3]1[CH:7]=[CH:6][CH:5]=[CH:4]1)(=[O:18])[C:15]([CH3:17])=[CH2:16].[CH-:8]1[CH:12]=[CH:11][CH:10]=[CH:9]1.[Fe+2:13].